This data is from NCI-60 drug combinations with 297,098 pairs across 59 cell lines. The task is: Regression. Given two drug SMILES strings and cell line genomic features, predict the synergy score measuring deviation from expected non-interaction effect. (1) Drug 1: C1C(C(OC1N2C=C(C(=O)NC2=O)F)CO)O. Drug 2: CS(=O)(=O)OCCCCOS(=O)(=O)C. Cell line: UACC62. Synergy scores: CSS=16.6, Synergy_ZIP=-4.44, Synergy_Bliss=3.40, Synergy_Loewe=-0.785, Synergy_HSA=2.53. (2) Drug 1: CN1C(=O)N2C=NC(=C2N=N1)C(=O)N. Drug 2: CCC1=C2CN3C(=CC4=C(C3=O)COC(=O)C4(CC)O)C2=NC5=C1C=C(C=C5)O. Cell line: MDA-MB-231. Synergy scores: CSS=10.3, Synergy_ZIP=-4.83, Synergy_Bliss=-4.25, Synergy_Loewe=-19.6, Synergy_HSA=-6.88. (3) Drug 1: CC1CCC2CC(C(=CC=CC=CC(CC(C(=O)C(C(C(=CC(C(=O)CC(OC(=O)C3CCCCN3C(=O)C(=O)C1(O2)O)C(C)CC4CCC(C(C4)OC)O)C)C)O)OC)C)C)C)OC. Drug 2: C1=CC=C(C=C1)NC(=O)CCCCCCC(=O)NO. Cell line: MDA-MB-435. Synergy scores: CSS=14.0, Synergy_ZIP=-0.993, Synergy_Bliss=2.66, Synergy_Loewe=-0.237, Synergy_HSA=0.759. (4) Drug 1: CN(CC1=CN=C2C(=N1)C(=NC(=N2)N)N)C3=CC=C(C=C3)C(=O)NC(CCC(=O)O)C(=O)O. Drug 2: C1C(C(OC1N2C=NC3=C2NC=NCC3O)CO)O. Cell line: HOP-62. Synergy scores: CSS=37.7, Synergy_ZIP=-4.95, Synergy_Bliss=-4.16, Synergy_Loewe=-41.8, Synergy_HSA=-3.70. (5) Drug 1: CC1=C(C(=CC=C1)Cl)NC(=O)C2=CN=C(S2)NC3=CC(=NC(=N3)C)N4CCN(CC4)CCO. Drug 2: C1CNP(=O)(OC1)N(CCCl)CCCl. Cell line: ACHN. Synergy scores: CSS=12.5, Synergy_ZIP=-5.03, Synergy_Bliss=-1.56, Synergy_Loewe=1.15, Synergy_HSA=0.762. (6) Cell line: 786-0. Synergy scores: CSS=21.5, Synergy_ZIP=-0.464, Synergy_Bliss=4.53, Synergy_Loewe=-1.00, Synergy_HSA=4.73. Drug 2: COC1=NC(=NC2=C1N=CN2C3C(C(C(O3)CO)O)O)N. Drug 1: CC(CN1CC(=O)NC(=O)C1)N2CC(=O)NC(=O)C2. (7) Cell line: SNB-75. Drug 2: C(=O)(N)NO. Drug 1: CN1C(=O)N2C=NC(=C2N=N1)C(=O)N. Synergy scores: CSS=-0.621, Synergy_ZIP=-0.575, Synergy_Bliss=-3.50, Synergy_Loewe=-0.697, Synergy_HSA=-3.50. (8) Drug 1: CNC(=O)C1=CC=CC=C1SC2=CC3=C(C=C2)C(=NN3)C=CC4=CC=CC=N4. Drug 2: C1CCN(CC1)CCOC2=CC=C(C=C2)C(=O)C3=C(SC4=C3C=CC(=C4)O)C5=CC=C(C=C5)O. Cell line: NCI-H460. Synergy scores: CSS=5.63, Synergy_ZIP=-0.209, Synergy_Bliss=4.61, Synergy_Loewe=-0.726, Synergy_HSA=2.25. (9) Drug 1: C1=CC(=CC=C1CCCC(=O)O)N(CCCl)CCCl. Drug 2: C1CNP(=O)(OC1)N(CCCl)CCCl. Cell line: PC-3. Synergy scores: CSS=19.8, Synergy_ZIP=-7.22, Synergy_Bliss=-4.70, Synergy_Loewe=-7.48, Synergy_HSA=-2.34. (10) Drug 1: CNC(=O)C1=NC=CC(=C1)OC2=CC=C(C=C2)NC(=O)NC3=CC(=C(C=C3)Cl)C(F)(F)F. Cell line: COLO 205. Synergy scores: CSS=3.71, Synergy_ZIP=-2.42, Synergy_Bliss=-1.31, Synergy_Loewe=-3.63, Synergy_HSA=-2.42. Drug 2: C(CC(=O)O)C(=O)CN.Cl.